This data is from Full USPTO retrosynthesis dataset with 1.9M reactions from patents (1976-2016). The task is: Predict the reactants needed to synthesize the given product. (1) The reactants are: [NH2:1][CH:2]1[CH2:7][N:6]([C:8]([O:10][C:11]([CH3:14])([CH3:13])[CH3:12])=[O:9])[CH2:5][CH:4]=[C:3]1[C:15]1[CH:20]=[CH:19][C:18]([F:21])=[CH:17][CH:16]=1.C(N(CC)CC)C.[C:29](OC(=O)C)(=[O:31])[CH3:30]. Given the product [C:29]([NH:1][CH:2]1[CH2:7][N:6]([C:8]([O:10][C:11]([CH3:14])([CH3:13])[CH3:12])=[O:9])[CH2:5][CH:4]=[C:3]1[C:15]1[CH:16]=[CH:17][C:18]([F:21])=[CH:19][CH:20]=1)(=[O:31])[CH3:30], predict the reactants needed to synthesize it. (2) Given the product [F:26][C:25]([F:27])([F:28])[C:24]([C:21]1[CH:20]=[CH:19][C:18]([N:4]2[CH2:5][CH2:6][N:7]([S:9]([C:12]3[S:13][CH:14]=[CH:15][CH:16]=3)(=[O:11])=[O:10])[CH2:8][C@@H:3]2[CH3:2])=[CH:23][CH:22]=1)([OH:30])[CH3:29], predict the reactants needed to synthesize it. The reactants are: Cl.[CH3:2][C@H:3]1[CH2:8][N:7]([S:9]([C:12]2[S:13][CH:14]=[CH:15][CH:16]=2)(=[O:11])=[O:10])[CH2:6][CH2:5][NH:4]1.Br[C:18]1[CH:23]=[CH:22][C:21]([C:24]([OH:30])([CH3:29])[C:25]([F:28])([F:27])[F:26])=[CH:20][CH:19]=1.CC(C)([O-])C.[Na+].C1(P(C2CCCCC2)C2C=CC=CC=2C2C(OC(C)C)=CC=CC=2OC(C)C)CCCCC1. (3) Given the product [NH2:15][C:16]1[CH:21]=[CH:20][CH:19]=[CH:18][C:17]=1[C:12]1([C:17]2[CH:18]=[CH:19][CH:20]=[CH:21][C:16]=2[NH2:15])[C:11]2[CH:10]=[CH:9][CH:8]=[CH:7][C:6]=2[C:5]2[C:13]1=[CH:1][CH:2]=[CH:3][CH:4]=2, predict the reactants needed to synthesize it. The reactants are: [C:1]1(=O)[C:13]2[C:5]([C:6]3[C:11]([CH:12]=2)=[CH:10][CH:9]=[CH:8][CH:7]=3)=[CH:4][CH:3]=[CH:2]1.[NH2:15][C:16]1[CH:21]=[CH:20][CH:19]=[CH:18][CH:17]=1. (4) Given the product [CH3:23][N:2]([CH3:1])[C:3]1[CH:8]=[CH:7][CH:6]=[C:5]([CH:9]([C:14]2[NH:22][C:17]3=[N:18][CH:19]=[CH:20][CH:21]=[C:16]3[CH:15]=2)[CH2:10][CH:11]([CH3:13])[CH3:12])[CH:4]=1, predict the reactants needed to synthesize it. The reactants are: [CH3:1][N:2]([CH3:23])[C:3]1[CH:8]=[CH:7][CH:6]=[C:5]([C:9]([C:14]2[NH:22][C:17]3=[N:18][CH:19]=[CH:20][CH:21]=[C:16]3[CH:15]=2)=[CH:10][CH:11]([CH3:13])[CH3:12])[CH:4]=1.[H][H]. (5) Given the product [CH3:11][S:12]([O:10][CH2:9][CH2:8][C:3]1([CH2:1][CH3:2])[O:7][CH2:6][CH2:5][O:4]1)(=[O:14])=[O:13], predict the reactants needed to synthesize it. The reactants are: [CH2:1]([C:3]1([CH2:8][CH2:9][OH:10])[O:7][CH2:6][CH2:5][O:4]1)[CH3:2].[CH3:11][S:12](Cl)(=[O:14])=[O:13]. (6) The reactants are: [C:1]([O:5][C:6](=[O:23])[C@@H:7]([N:9]=[C:10]([C:17]1[CH:22]=[CH:21][CH:20]=[CH:19][CH:18]=1)[C:11]1[CH:16]=[CH:15][CH:14]=[CH:13][CH:12]=1)[CH3:8])([CH3:4])([CH3:3])[CH3:2].C[Si]([N-][Si](C)(C)C)(C)C.[Na+].[C:34]([O:38][C:39](=[O:48])[NH:40][C@H:41]1[CH2:45][CH2:44][C@H:43]([CH2:46]I)[CH2:42]1)([CH3:37])([CH3:36])[CH3:35]. Given the product [C:1]([O:5][C:6](=[O:23])[C:7]([N:9]=[C:10]([C:11]1[CH:12]=[CH:13][CH:14]=[CH:15][CH:16]=1)[C:17]1[CH:18]=[CH:19][CH:20]=[CH:21][CH:22]=1)([CH3:8])[CH2:46][C@@H:43]1[CH2:44][CH2:45][C@@H:41]([NH:40][C:39]([O:38][C:34]([CH3:37])([CH3:36])[CH3:35])=[O:48])[CH2:42]1)([CH3:2])([CH3:3])[CH3:4], predict the reactants needed to synthesize it. (7) Given the product [C:16]([C:20]1[N:21]=[CH:22][C:23]([CH:24]([NH2:25])[CH3:4])=[CH:26][CH:27]=1)([CH3:19])([CH3:17])[CH3:18], predict the reactants needed to synthesize it. The reactants are: C[Mg+].[Br-].[C:4]1(C)C=CC=CC=1.C1COCC1.[C:16]([C:20]1[CH:27]=[CH:26][C:23]([C:24]#[N:25])=[CH:22][N:21]=1)([CH3:19])([CH3:18])[CH3:17].[BH4-].[Na+]. (8) Given the product [CH2:1]([C:3]1[CH:11]=[CH:10][C:9]([C:12]2[N:13]([C:23]([O:25][C:26]([CH3:29])([CH3:28])[CH3:27])=[O:24])[C:14]3[C:19]([CH:20]=2)=[CH:18][C:17]([CH2:21][N:37]2[CH2:38][CH2:39][N:34]([CH2:33][CH2:32][OH:31])[CH2:35][CH2:36]2)=[CH:16][CH:15]=3)=[C:8]2[C:4]=1[CH2:5][NH:6][C:7]2=[O:30])[CH3:2], predict the reactants needed to synthesize it. The reactants are: [CH2:1]([C:3]1[CH:11]=[CH:10][C:9]([C:12]2[N:13]([C:23]([O:25][C:26]([CH3:29])([CH3:28])[CH3:27])=[O:24])[C:14]3[C:19]([CH:20]=2)=[CH:18][C:17]([CH:21]=O)=[CH:16][CH:15]=3)=[C:8]2[C:4]=1[CH2:5][NH:6][C:7]2=[O:30])[CH3:2].[OH:31][CH2:32][CH2:33][N:34]1[CH2:39][CH2:38][NH:37][CH2:36][CH2:35]1.C(O)(=O)C.C(O[BH-](OC(=O)C)OC(=O)C)(=O)C.[Na+].Cl.